This data is from Reaction yield outcomes from USPTO patents with 853,638 reactions. The task is: Predict the reaction yield, written as a fraction of the theoretical maximum amount of product (1.0 means a 100% yield; for example, 0.34 means a 34% yield). (1) The reactants are [CH2:1]([NH2:6])[CH2:2][CH:3]([CH3:5])[CH3:4].[CH3:7][CH:8]1[S:12](=[O:14])(=[O:13])[O:11][CH2:10][CH2:9]1. The catalyst is O1CCCC1. The product is [CH3:4][CH:3]([CH3:5])[CH2:2][CH2:1][NH:6][CH2:10][CH2:9][CH:8]([S:12]([OH:14])(=[O:13])=[O:11])[CH3:7]. The yield is 0.280. (2) The reactants are Cl.[F:2][C:3]1[CH:8]=[CH:7][CH:6]=[CH:5][C:4]=1[CH:9]([NH:13][C:14]1[CH:19]=[CH:18][CH:17]=[CH:16][CH:15]=1)[C:10]([OH:12])=[O:11].[N:20]12[CH2:27][CH2:26][CH:23]([CH2:24][CH2:25]1)[C@@H:22](O)[CH2:21]2.N1(O)C2C=CC=CC=2N=N1.C1CCC(N=C=NC2CCCCC2)CC1. The catalyst is C1COCC1. The product is [N:20]12[CH2:27][CH2:26][CH:23]([CH2:24][CH2:25]1)[C@@H:22]([O:11][C:10](=[O:12])[CH:9]([C:4]1[CH:5]=[CH:6][CH:7]=[CH:8][C:3]=1[F:2])[NH:13][C:14]1[CH:19]=[CH:18][CH:17]=[CH:16][CH:15]=1)[CH2:21]2. The yield is 0.820. (3) The product is [CH2:1]([O:8][C:9]1[CH:14]=[CH:13][N:12]([C:17]2[N:18]([CH3:28])[C:19]([C:23]([O:25][CH2:26][CH3:27])=[O:24])=[C:20]([CH3:22])[N:21]=2)[C:11](=[O:15])[CH:10]=1)[C:2]1[CH:3]=[CH:4][CH:5]=[CH:6][CH:7]=1. No catalyst specified. The reactants are [CH2:1]([O:8][C:9]1[CH:14]=[CH:13][NH:12][C:11](=[O:15])[CH:10]=1)[C:2]1[CH:7]=[CH:6][CH:5]=[CH:4][CH:3]=1.Br[C:17]1[N:18]([CH3:28])[C:19]([C:23]([O:25][CH2:26][CH3:27])=[O:24])=[C:20]([CH3:22])[N:21]=1. The yield is 0.240. (4) The reactants are [NH2:1][C:2]1[CH:34]=[CH:33][C:32]([Cl:35])=[CH:31][C:3]=1[C:4]([NH:6][CH:7]([CH2:11][C:12]1[CH:17]=[CH:16][C:15]([C:18]2[CH:23]=[CH:22][CH:21]=[CH:20][C:19]=2[O:24][C:25]2[CH:30]=[CH:29][CH:28]=[CH:27][CH:26]=2)=[CH:14][CH:13]=1)[C:8]([OH:10])=[O:9])=[O:5].[CH3:36][CH2:37][CH2:38][CH2:39][N:40]([C:45]1[C:50]2[CH:51]=[CH:52][CH:53]=[C:54]([S:55](Cl)(=[O:57])=[O:56])[C:49]=2[CH:48]=[CH:47][CH:46]=1)[CH2:41][CH2:42][CH2:43][CH3:44].[CH2:59](Cl)Cl. No catalyst specified. The product is [CH3:59][O:9][C:8](=[O:10])[C@@H:7]([NH:6][C:4](=[O:5])[C:3]1[CH:31]=[C:32]([Cl:35])[CH:33]=[CH:34][C:2]=1[NH:1][S:55]([C:54]1[C:49]2[C:50](=[C:45]([N:40]([CH2:41][CH2:42][CH2:43][CH3:44])[CH2:39][CH2:38][CH2:37][CH3:36])[CH:46]=[CH:47][CH:48]=2)[CH:51]=[CH:52][CH:53]=1)(=[O:57])=[O:56])[CH2:11][C:12]1[CH:13]=[CH:14][C:15]([C:18]2[CH:23]=[CH:22][CH:21]=[CH:20][C:19]=2[O:24][C:25]2[CH:26]=[CH:27][CH:28]=[CH:29][CH:30]=2)=[CH:16][CH:17]=1. The yield is 0.740. (5) The reactants are [CH3:1][O:2][C:3]1[CH:8]=[CH:7][CH:6]=[CH:5][C:4]=1B(O)O.I[C:13]1[CH:14]=[CH:15][C:16]2[N:17]([N:19]=[C:20]([C:26]3[CH:31]=[CH:30][CH:29]=[CH:28][CH:27]=3)[C:21]=2[C:22]([NH:24][CH3:25])=[O:23])[CH:18]=1.C(=O)([O-])[O-].[Na+].[Na+]. The catalyst is C([O-])(=O)C.[Pd+2].C([O-])(=O)C.CN(C)C=O. The product is [CH3:1][O:2][C:3]1[CH:8]=[CH:7][CH:6]=[CH:5][C:4]=1[C:13]1[CH:14]=[CH:15][C:16]2[N:17]([N:19]=[C:20]([C:26]3[CH:31]=[CH:30][CH:29]=[CH:28][CH:27]=3)[C:21]=2[C:22]([NH:24][CH3:25])=[O:23])[CH:18]=1. The yield is 0.360. (6) The reactants are [Cl:1][C:2]1[CH:3]=[C:4]([C:12]2[N:16]=[C:15]([C:17]3[CH:22]=[CH:21][C:20]([NH:23][C@H:24]4[CH2:28][N:27]([C:29]([O:31][C:32]([CH3:35])([CH3:34])[CH3:33])=[O:30])[C@@H:26]([C:36]([O:38]C)=[O:37])[CH2:25]4)=[CH:19][CH:18]=3)[O:14][N:13]=2)[CH:5]=[CH:6][C:7]=1[O:8][CH:9]([CH3:11])[CH3:10].[OH-].[Li+]. The catalyst is C1COCC1.O. The product is [C:32]([O:31][C:29]([N:27]1[CH2:28][C@H:24]([NH:23][C:20]2[CH:19]=[CH:18][C:17]([C:15]3[O:14][N:13]=[C:12]([C:4]4[CH:5]=[CH:6][C:7]([O:8][CH:9]([CH3:10])[CH3:11])=[C:2]([Cl:1])[CH:3]=4)[N:16]=3)=[CH:22][CH:21]=2)[CH2:25][C@@H:26]1[C:36]([OH:38])=[O:37])=[O:30])([CH3:34])([CH3:35])[CH3:33]. The yield is 0.434.